From a dataset of Catalyst prediction with 721,799 reactions and 888 catalyst types from USPTO. Predict which catalyst facilitates the given reaction. (1) Reactant: C1(P(=O)(C2C=CC=CC=2)C2C=CC=CC=2)C=CC=CC=1.FC(F)(F)S(OS(C(F)(F)F)(=O)=O)(=O)=O.[CH2:36]([N:38]([S:73]([C:76]1[S:77][CH:78]=[CH:79][CH:80]=1)(=[O:75])=[O:74])[C:39]1[CH:40]=[CH:41][CH:42]=[C:43]2[C:47]=1[NH:46][C:45]([C:48]([NH:50][CH2:51][CH2:52][S:53]C(C1C=CC=CC=1)(C1C=CC=CC=1)C1C=CC=CC=1)=O)=[CH:44]2)[CH3:37]. Product: [S:53]1[CH2:52][CH2:51][N:50]=[C:48]1[C:45]1[NH:46][C:47]2[C:43]([CH:44]=1)=[CH:42][CH:41]=[CH:40][C:39]=2[N:38]([CH2:36][CH3:37])[S:73]([C:76]1[S:77][CH:78]=[CH:79][CH:80]=1)(=[O:75])=[O:74]. The catalyst class is: 4. (2) Reactant: C[N:2](C)[CH:3]=[CH:4][C:5]([C:7]1[C:12](=[O:13])[CH:11]=[CH:10][N:9]([C:14]2[CH:19]=[CH:18][CH:17]=[CH:16][C:15]=2[F:20])[N:8]=1)=O.[C:22]1([NH:28]N)[CH:27]=[CH:26][CH:25]=[CH:24][CH:23]=1. Product: [F:20][C:15]1[CH:16]=[CH:17][CH:18]=[CH:19][C:14]=1[N:9]1[CH:10]=[CH:11][C:12](=[O:13])[C:7]([C:5]2[N:28]([C:22]3[CH:27]=[CH:26][CH:25]=[CH:24][CH:23]=3)[N:2]=[CH:3][CH:4]=2)=[N:8]1. The catalyst class is: 5.